This data is from Forward reaction prediction with 1.9M reactions from USPTO patents (1976-2016). The task is: Predict the product of the given reaction. Given the reactants Br[C:2]1(Br)[C:10]2[C:5](=C[CH:7]=[C:8]([Br:11])[CH:9]=2)[NH:4][C:3]1=[O:12].[Cl-].[NH4+:15], predict the reaction product. The product is: [Br:11][C:8]1[CH:9]=[C:10]2[C:5](=[N:15][CH:7]=1)[NH:4][C:3](=[O:12])[CH2:2]2.